Dataset: Full USPTO retrosynthesis dataset with 1.9M reactions from patents (1976-2016). Task: Predict the reactants needed to synthesize the given product. Given the product [CH3:18][C:19]1[C:20]([N:26]2[CH2:27][CH2:28][N:29]([C:13]([C:10]3[CH:11]=[N:12][C:7]([N:3]4[CH2:4][CH2:5][CH2:6][S:2]4(=[O:1])=[O:17])=[N:8][CH:9]=3)=[O:15])[CH2:30][CH2:31]2)=[N:21][CH:22]=[C:23]([CH3:25])[CH:24]=1, predict the reactants needed to synthesize it. The reactants are: [O:1]=[S:2]1(=[O:17])[CH2:6][CH2:5][CH2:4][N:3]1[C:7]1[N:12]=[CH:11][C:10]([C:13]([O:15]C)=O)=[CH:9][N:8]=1.[CH3:18][C:19]1[C:20]([N:26]2[CH2:31][CH2:30][NH:29][CH2:28][CH2:27]2)=[N:21][CH:22]=[C:23]([CH3:25])[CH:24]=1.